Dataset: Full USPTO retrosynthesis dataset with 1.9M reactions from patents (1976-2016). Task: Predict the reactants needed to synthesize the given product. (1) Given the product [C:1]([O:4][CH2:5][C@@H:6]1[C@@H:11]([O:12][C:13](=[O:15])[CH3:14])[C@H:10]([O:16][C@@H:17]2[C@@H:22]([O:23][C:24](=[O:26])[CH3:25])[C@@H:21]([O:27][C:28](=[O:30])[CH3:29])[C@H:20]([O:31][C:32](=[O:34])[CH3:33])[C@@H:19]([CH2:35][O:36][C:37](=[O:39])[CH3:38])[O:18]2)[C@H:9]([OH:40])[C@@H:8]([C:41]2[CH:46]=[CH:45][C:44]([O:47][CH3:48])=[C:43]([OH:49])[CH:42]=2)[O:7]1)(=[O:3])[CH3:2], predict the reactants needed to synthesize it. The reactants are: [C:1]([O:4][CH2:5][C@@H:6]1[C@@H:11]([O:12][C:13](=[O:15])[CH3:14])[C@H:10]([O:16][C@@H:17]2[C@@H:22]([O:23][C:24](=[O:26])[CH3:25])[C@@H:21]([O:27][C:28](=[O:30])[CH3:29])[C@H:20]([O:31][C:32](=[O:34])[CH3:33])[C@@H:19]([CH2:35][O:36][C:37](=[O:39])[CH3:38])[O:18]2)[C@H:9]([OH:40])[C@@H:8]([C:41]2[CH:46]=[CH:45][C:44]([O:47][CH3:48])=[C:43]([O:49][Si](C(C)(C)C)(C)C)[CH:42]=2)[O:7]1)(=[O:3])[CH3:2].CCCC[N+](CCCC)(CCCC)CCCC.[F-].C1COCC1.CC(O)=O. (2) Given the product [F:26][C:2]([F:1])([F:25])[C:3]1[CH:4]=[C:5]([C:9]2[N:10]=[C:11]([CH2:14][C:15]3[CH:24]=[CH:23][C:18]([C:19]([OH:21])=[O:20])=[CH:17][CH:16]=3)[S:12][CH:13]=2)[CH:6]=[CH:7][CH:8]=1, predict the reactants needed to synthesize it. The reactants are: [F:1][C:2]([F:26])([F:25])[C:3]1[CH:4]=[C:5]([C:9]2[N:10]=[C:11]([CH2:14][C:15]3[CH:24]=[CH:23][C:18]([C:19]([O:21]C)=[O:20])=[CH:17][CH:16]=3)[S:12][CH:13]=2)[CH:6]=[CH:7][CH:8]=1.[OH-].[Na+].